From a dataset of Catalyst prediction with 721,799 reactions and 888 catalyst types from USPTO. Predict which catalyst facilitates the given reaction. (1) Reactant: [N+:1]([C:4]1[CH:5]=[C:6]([CH2:14][OH:15])[CH:7]=[CH:8][C:9]=1NCCC)([O-:3])=[O:2].N1[CH:20]=[CH:19][N:18]=C1.[Si:21](Cl)([C:24]([CH3:27])([CH3:26])[CH3:25])([CH3:23])[CH3:22].[CH3:29]N(C=O)C. Product: [N+:1]([C:4]1[CH:5]=[C:6]([CH2:14][O:15][Si:21]([CH3:23])([CH3:22])[C:24]([CH3:27])([CH3:26])[CH3:25])[CH:7]=[CH:8][C:9]=1[CH2:29][CH2:20][CH2:19][NH2:18])([O-:3])=[O:2]. The catalyst class is: 13. (2) Reactant: [O:1]=[C:2]1[C:10]2[C:5](=[CH:6][C:7]([C:11](O)=[O:12])=[CH:8][CH:9]=2)[CH2:4][O:3]1.C(N1C=CN=C1)(N1C=CN=C1)=O.[BH4-].[Na+]. Product: [OH:12][CH2:11][C:7]1[CH:6]=[C:5]2[C:10](=[CH:9][CH:8]=1)[C:2](=[O:1])[O:3][CH2:4]2. The catalyst class is: 20. (3) Reactant: C(O[C:5](=[O:7])C)(=O)C.C(O)=O.[Cl:11][C:12]1[C:13]([NH2:32])=[CH:14][C:15]2[N:19]=[C:18]([CH2:20][CH3:21])[N:17]([C:22]3[CH:27]=[CH:26][C:25]([CH2:28][CH2:29][Cl:30])=[CH:24][CH:23]=3)[C:16]=2[CH:31]=1. Product: [Cl:11][C:12]1[C:13]([NH:32][CH:5]=[O:7])=[CH:14][C:15]2[N:19]=[C:18]([CH2:20][CH3:21])[N:17]([C:22]3[CH:23]=[CH:24][C:25]([CH2:28][CH2:29][Cl:30])=[CH:26][CH:27]=3)[C:16]=2[CH:31]=1. The catalyst class is: 1. (4) Product: [CH3:25][NH:26][C:2]1[C:7]([C:8]2[N:12]=[C:11]([C:13]3[CH:18]=[CH:17][C:16]([O:19][CH2:20][C:21]([F:24])([F:23])[F:22])=[CH:15][CH:14]=3)[O:10][N:9]=2)=[CH:6][CH:5]=[CH:4][N:3]=1. The catalyst class is: 1. Reactant: Cl[C:2]1[C:7]([C:8]2[N:12]=[C:11]([C:13]3[CH:18]=[CH:17][C:16]([O:19][CH2:20][C:21]([F:24])([F:23])[F:22])=[CH:15][CH:14]=3)[O:10][N:9]=2)=[CH:6][CH:5]=[CH:4][N:3]=1.[CH3:25][NH2:26]. (5) Reactant: [O:1]=[C:2]1[CH2:8][CH2:7][CH2:6][N:5]([C:9]([O:11][C:12]([CH3:15])([CH3:14])[CH3:13])=[O:10])[CH2:4][CH2:3]1.C([N-]C(C)C)(C)C.[Li+].[CH:24](OCC)=[O:25]. Product: [CH:24]([CH:8]1[C:2](=[O:1])[CH2:3][CH2:4][N:5]([C:9]([O:11][C:12]([CH3:15])([CH3:14])[CH3:13])=[O:10])[CH2:6][CH2:7]1)=[O:25]. The catalyst class is: 7. (6) Reactant: [CH2:1]([O:8][C:9]1[CH:10]=[CH:11][C:12]([N+:19]([O-])=O)=[C:13]([S:15]([NH2:18])(=[O:17])=[O:16])[CH:14]=1)[C:2]1[CH:7]=[CH:6][CH:5]=[CH:4][CH:3]=1.[Cl-].[NH4+]. Product: [NH2:19][C:12]1[CH:11]=[CH:10][C:9]([O:8][CH2:1][C:2]2[CH:7]=[CH:6][CH:5]=[CH:4][CH:3]=2)=[CH:14][C:13]=1[S:15]([NH2:18])(=[O:16])=[O:17]. The catalyst class is: 406. (7) Reactant: C(N(CC)CC)C.CN(C(ON1N=NC2C=CC=NC1=2)=[N+](C)C)C.F[P-](F)(F)(F)(F)F.[CH3:32][O:33][C:34]1[CH:35]=[CH:36][C:37]2[N:41]([CH3:42])[C:40](=[O:43])[N:39]([CH2:44][C@H:45]3[CH2:50][CH2:49][C@H:48]([C:51]([OH:53])=O)[CH2:47][CH2:46]3)[C:38]=2[CH:54]=1.[C:55]([O:59][C:60]([N:62]1[CH2:67][CH2:66][NH:65][CH2:64][CH2:63]1)=[O:61])([CH3:58])([CH3:57])[CH3:56]. Product: [C:55]([O:59][C:60]([N:62]1[CH2:67][CH2:66][N:65]([C:51]([C@H:48]2[CH2:47][CH2:46][C@H:45]([CH2:44][N:39]3[C:38]4[CH:54]=[C:34]([O:33][CH3:32])[CH:35]=[CH:36][C:37]=4[N:41]([CH3:42])[C:40]3=[O:43])[CH2:50][CH2:49]2)=[O:53])[CH2:64][CH2:63]1)=[O:61])([CH3:58])([CH3:56])[CH3:57]. The catalyst class is: 3. (8) Reactant: [Cl:1][C:2]1[N:3]=[N:4][C:5](Cl)=[CH:6][CH:7]=1.[NH2:9][NH2:10].CCN(CC)CC. Product: [Cl:1][C:2]1[N:3]=[N:4][C:5]([NH:9][NH2:10])=[CH:6][CH:7]=1. The catalyst class is: 12.